From a dataset of Reaction yield outcomes from USPTO patents with 853,638 reactions. Predict the reaction yield, written as a fraction of the theoretical maximum amount of product (1.0 means a 100% yield; for example, 0.34 means a 34% yield). (1) The reactants are [C:1]([O:5][C:6]([N:8]1[CH2:12][CH:11]([OH:13])[CH2:10][CH:9]1[C:14]1[NH:15][C:16]([C:19]2[CH:24]=[CH:23][C:22]([Br:25])=[CH:21][CH:20]=2)=[CH:17][N:18]=1)=[O:7])([CH3:4])([CH3:3])[CH3:2].[H-].[Na+].[CH3:28][Si:29]([CH2:32][CH2:33][O:34][CH2:35]Cl)([CH3:31])[CH3:30]. The catalyst is CN(C=O)C. The product is [C:1]([O:5][C:6]([N:8]1[CH2:12][CH:11]([OH:13])[CH2:10][CH:9]1[C:14]1[N:18]([CH2:35][O:34][CH2:33][CH2:32][Si:29]([CH3:31])([CH3:30])[CH3:28])[CH:17]=[C:16]([C:19]2[CH:24]=[CH:23][C:22]([Br:25])=[CH:21][CH:20]=2)[N:15]=1)=[O:7])([CH3:4])([CH3:2])[CH3:3]. The yield is 0.980. (2) The reactants are S(Cl)([Cl:4])(=O)=O.[CH:6]([NH:9][C:10]([N:12]1[C:16]([CH3:17])=[CH:15][C:14]([O:18][C:19]2[C:24]([Cl:25])=[CH:23][C:22]([C:26]([F:29])([F:28])[F:27])=[CH:21][C:20]=2[Cl:30])=[N:13]1)=[O:11])([CH3:8])[CH3:7]. The catalyst is C(O)(=O)C. The product is [CH:6]([NH:9][C:10]([N:12]1[C:16]([CH3:17])=[C:15]([Cl:4])[C:14]([O:18][C:19]2[C:20]([Cl:30])=[CH:21][C:22]([C:26]([F:29])([F:27])[F:28])=[CH:23][C:24]=2[Cl:25])=[N:13]1)=[O:11])([CH3:8])[CH3:7]. The yield is 0.441. (3) The reactants are Br[C:2]1[CH:7]=[CH:6][N:5]=[C:4]([NH:8][C:9](=[O:15])[O:10][C:11]([CH3:14])([CH3:13])[CH3:12])[C:3]=1[CH:16]=[O:17].[Cl:18][C:19]1[CH:24]=[CH:23][C:22](B(O)O)=[C:21]([F:28])[CH:20]=1.C(=O)([O-])[O-].[Cs+].[Cs+]. The yield is 0.350. The product is [Cl:18][C:19]1[CH:24]=[CH:23][C:22]([C:2]2[CH:7]=[CH:6][N:5]=[C:4]([NH:8][C:9](=[O:15])[O:10][C:11]([CH3:14])([CH3:13])[CH3:12])[C:3]=2[CH:16]=[O:17])=[C:21]([F:28])[CH:20]=1. The catalyst is C1COCC1.O.C1C=CC([P]([Pd]([P](C2C=CC=CC=2)(C2C=CC=CC=2)C2C=CC=CC=2)([P](C2C=CC=CC=2)(C2C=CC=CC=2)C2C=CC=CC=2)[P](C2C=CC=CC=2)(C2C=CC=CC=2)C2C=CC=CC=2)(C2C=CC=CC=2)C2C=CC=CC=2)=CC=1. (4) The yield is 0.960. The reactants are Cl[S:2]([C:5]1[CH:6]=[CH:7][C:8]([F:14])=[C:9]([CH:13]=1)[C:10]([OH:12])=[O:11])(=[O:4])=[O:3].[CH:15]([NH2:19])([CH2:17][CH3:18])[CH3:16].CCN(C(C)C)C(C)C. The product is [CH:15]([NH:19][S:2]([C:5]1[CH:6]=[CH:7][C:8]([F:14])=[C:9]([CH:13]=1)[C:10]([OH:12])=[O:11])(=[O:4])=[O:3])([CH2:17][CH3:18])[CH3:16]. The catalyst is C(Cl)Cl. (5) The reactants are [CH3:1][N:2]([CH3:9])[CH:3]1[CH2:8][CH2:7][NH:6][CH2:5][CH2:4]1.C(N(CC)CC)C.[Cl:17][C:18]1[N:23]=[CH:22][C:21]([S:24](Cl)(=[O:26])=[O:25])=[CH:20][CH:19]=1.CO.C(Cl)Cl. The catalyst is CN(C)C1C=CN=CC=1.C(Cl)Cl. The product is [Cl:17][C:18]1[N:23]=[CH:22][C:21]([S:24]([N:6]2[CH2:7][CH2:8][CH:3]([N:2]([CH3:9])[CH3:1])[CH2:4][CH2:5]2)(=[O:26])=[O:25])=[CH:20][CH:19]=1. The yield is 0.940. (6) The reactants are [CH3:1][O:2][N:3]=[C:4]([CH3:15])[CH2:5][C:6]1[C:11]([Cl:12])=[CH:10][C:9]([Cl:13])=[CH:8][C:7]=1[Cl:14].Cl.O.[OH-].[Na+]. The catalyst is CO. The product is [CH3:1][O:2][NH:3][CH:4]([CH3:15])[CH2:5][C:6]1[C:7]([Cl:14])=[CH:8][C:9]([Cl:13])=[CH:10][C:11]=1[Cl:12]. The yield is 0.980.